This data is from Forward reaction prediction with 1.9M reactions from USPTO patents (1976-2016). The task is: Predict the product of the given reaction. Given the reactants C1C=C(Cl)C=C(C(OO)=O)C=1.[CH2:12]([C:14]1[N:15]([CH2:27][C:28]([CH3:35])([CH3:34])[C:29]([O:31][CH2:32]C)=[O:30])[C:16]2[C:25]3[CH:24]=[CH:23][CH:22]=[CH:21][C:20]=3[N:19]=[CH:18][C:17]=2[N:26]=1)[CH3:13].ClC(Cl)(Cl)C([N:40]=C=O)=O, predict the reaction product. The product is: [NH2:40][C:18]1[C:17]2[N:26]=[C:14]([CH2:12][CH3:13])[N:15]([CH2:27][C:28]([CH3:35])([CH3:34])[C:29]([O:31][CH3:32])=[O:30])[C:16]=2[C:25]2[CH:24]=[CH:23][CH:22]=[CH:21][C:20]=2[N:19]=1.